From a dataset of Catalyst prediction with 721,799 reactions and 888 catalyst types from USPTO. Predict which catalyst facilitates the given reaction. (1) Reactant: [NH2:1][C:2]1[CH:7]=[CH:6][C:5]([Cl:8])=[CH:4][C:3]=1[CH:9]([C:11]1[CH:16]=[CH:15][CH:14]=[C:13]([O:17][CH3:18])[CH:12]=1)[OH:10].[CH3:19][O:20][C:21]1[CH:22]=[C:23]([S:29](Cl)(=[O:31])=[O:30])[CH:24]=[CH:25][C:26]=1[O:27][CH3:28]. Product: [Cl:8][C:5]1[CH:6]=[CH:7][C:2]([NH:1][S:29]([C:23]2[CH:24]=[CH:25][C:26]([O:27][CH3:28])=[C:21]([O:20][CH3:19])[CH:22]=2)(=[O:31])=[O:30])=[C:3]([CH:9]([C:11]2[CH:16]=[CH:15][CH:14]=[C:13]([O:17][CH3:18])[CH:12]=2)[OH:10])[CH:4]=1. The catalyst class is: 300. (2) Reactant: [H-].[Na+].[C:3]([O:10][CH2:11][CH3:12])(=[O:9])[C:4]([O:6][CH2:7][CH3:8])=O.[Cl:13][C:14]1[CH:15]=[CH:16][C:17]([OH:23])=[C:18](C(=O)C)[CH:19]=1.S(=O)(=O)(O)O. Product: [CH2:11]([O:10][C:3]([C:4]1[O:6][C:7]2[C:18]([C:17](=[O:23])[CH:16]=1)=[CH:19][C:14]([Cl:13])=[CH:15][CH:8]=2)=[O:9])[CH3:12]. The catalyst class is: 8. (3) Reactant: [CH2:1]([O:3][C:4](=[O:20])[C:5]1[CH:10]=[CH:9][C:8]([N:11]=[CH:12][C:13]2[CH:18]=[CH:17][C:16]([Br:19])=[CH:15][CH:14]=2)=[CH:7][CH:6]=1)[CH3:2].O.[O-]S(C(F)(F)F)(=O)=O.[Yb+3].[O-]S(C(F)(F)F)(=O)=O.[O-]S(C(F)(F)F)(=O)=O.[CH:47](=[O:51])[CH:48]([CH3:50])[CH3:49].O. Product: [CH2:1]([O:3][C:4]([C:5]1[CH:10]=[C:9]2[C:8](=[CH:7][CH:6]=1)[NH:11][CH:12]([C:13]1[CH:14]=[CH:15][C:16]([Br:19])=[CH:17][CH:18]=1)[C:48]([CH3:50])([CH3:49])[CH:47]2[OH:51])=[O:20])[CH3:2]. The catalyst class is: 7. (4) Reactant: [Cl:1][C:2]1[CH:3]=[CH:4][C:5]([C@@H:8]([S:10][C:11]2[N:12]=[C:13]([NH:22][C@H:23]([CH2:26][CH:27]([CH3:29])[CH3:28])[CH2:24][OH:25])[C:14]3[S:19][C:18]([O:20]C)=[N:17][C:15]=3[N:16]=2)[CH3:9])=[N:6][CH:7]=1. Product: [Cl:1][C:2]1[CH:3]=[CH:4][C:5]([C@@H:8]([S:10][C:11]2[N:12]=[C:13]([NH:22][C@@H:23]([CH2:24][OH:25])[CH2:26][CH:27]([CH3:28])[CH3:29])[C:14]3[S:19][C:18](=[O:20])[NH:17][C:15]=3[N:16]=2)[CH3:9])=[N:6][CH:7]=1. The catalyst class is: 170. (5) Reactant: B(Br)(Br)Br.C[O:6][C:7]1[CH:12]=[CH:11][C:10]([C:13]2[C:17]([C:18]([OH:20])=[O:19])=[C:16]([CH3:21])[S:15][N:14]=2)=[CH:9][CH:8]=1.O.[OH-].[Na+]. Product: [OH:6][C:7]1[CH:8]=[CH:9][C:10]([C:13]2[C:17]([C:18]([OH:20])=[O:19])=[C:16]([CH3:21])[S:15][N:14]=2)=[CH:11][CH:12]=1. The catalyst class is: 4. (6) Reactant: [C:1]1([C:37]2[CH:42]=[CH:41][CH:40]=[CH:39][CH:38]=2)[CH:6]=[CH:5][C:4]([C:7]2([N:16]3[CH2:21][CH2:20][N:19]([C:22]4[CH:27]=[CH:26][C:25]([NH:28][C:29]([CH2:31][CH2:32][CH2:33][C:34](O)=[O:35])=O)=[CH:24][CH:23]=4)[CH2:18][CH2:17]3)[C:12](=[O:13])[NH:11][C:10](=[O:14])[NH:9][C:8]2=[O:15])=[CH:3][CH:2]=1.C(N1C=CN=C1)(N1C=CN=C1)=[O:44].C(N(CC)CC)C. Product: [C:1]1([C:37]2[CH:38]=[CH:39][CH:40]=[CH:41][CH:42]=2)[CH:2]=[CH:3][C:4]([C:7]2([N:16]3[CH2:17][CH2:18][N:19]([C:22]4[CH:27]=[CH:26][C:25]([N:28]5[CH2:29][C:31](=[O:44])[CH2:32][CH2:33][C:34]5=[O:35])=[CH:24][CH:23]=4)[CH2:20][CH2:21]3)[C:12](=[O:13])[NH:11][C:10](=[O:14])[NH:9][C:8]2=[O:15])=[CH:5][CH:6]=1. The catalyst class is: 7.